This data is from Catalyst prediction with 721,799 reactions and 888 catalyst types from USPTO. The task is: Predict which catalyst facilitates the given reaction. (1) Reactant: C[O:2][C:3](=O)[CH:4]=[CH:5][C:6](=[C:11]([NH:13][CH2:14][CH:15]1[CH2:20][CH2:19][CH2:18][CH2:17][CH2:16]1)[CH3:12])[C:7]([O:9][CH3:10])=[O:8].C[O-].[Na+].[Br:25]N1C(=O)CCC1=O. Product: [CH3:10][O:9][C:7]([C:6]1[CH:5]=[C:4]([Br:25])[C:3](=[O:2])[N:13]([CH2:14][CH:15]2[CH2:20][CH2:19][CH2:18][CH2:17][CH2:16]2)[C:11]=1[CH3:12])=[O:8]. The catalyst class is: 5. (2) Reactant: Cl[CH2:2][CH2:3][CH2:4][C:5](=O)[CH3:6].[C-:8]#[N:9].[Na+].C([O-])(=O)C.[NH4+:15]. The catalyst class is: 5. Product: [C:8]([C:3]1([CH3:2])[CH2:4][CH2:5][CH2:6][NH:15]1)#[N:9].[CH3:6][C:5]1[CH2:4][CH2:3][CH2:2][N:9]=1. (3) Reactant: [C:1]([O:5][C:6]([CH:8]1[CH2:13][CH2:12][N:11]([C:14]2[C:24]([F:25])=[CH:23][C:17]([C:18]([O:20][CH2:21][CH3:22])=[O:19])=[C:16](Cl)[N:15]=2)[CH2:10][CH2:9]1)=[O:7])([CH3:4])([CH3:3])[CH3:2].C[Sn]([CH2:31][N:32]1[CH2:36][CH2:35][CH2:34][C:33]1=[O:37])(C)C.F[B-](F)(F)F.C([PH+](C(C)(C)C)C(C)(C)C)(C)(C)C.[F-].[Cs+]. Product: [C:1]([O:5][C:6]([CH:8]1[CH2:13][CH2:12][N:11]([C:14]2[C:24]([F:25])=[CH:23][C:17]([C:18]([O:20][CH2:21][CH3:22])=[O:19])=[C:16]([CH2:31][N:32]3[CH2:36][CH2:35][CH2:34][C:33]3=[O:37])[N:15]=2)[CH2:10][CH2:9]1)=[O:7])([CH3:4])([CH3:3])[CH3:2]. The catalyst class is: 102. (4) Reactant: [C:1]([C:5]1[CH:6]=[C:7]([CH:9]=[C:10]([I:14])[C:11]=1[O:12][CH3:13])[NH2:8])([CH3:4])([CH3:3])[CH3:2].Cl[C:16]([O:18][CH2:19][CH2:20][Cl:21])=[O:17].C(N(CC)CC)C. Product: [Cl:21][CH2:20][CH2:19][O:18][C:16](=[O:17])[NH:8][C:7]1[CH:9]=[C:10]([I:14])[C:11]([O:12][CH3:13])=[C:5]([C:1]([CH3:4])([CH3:2])[CH3:3])[CH:6]=1. The catalyst class is: 4. (5) Reactant: C([O:5][C:6](=[O:41])[CH2:7][C@@:8]1([C:25]([NH:27][CH:28]2[CH2:33][CH2:32][N:31]([C:34](OC(C)(C)C)=O)[CH2:30][CH2:29]2)=[O:26])[C@H:12]([CH3:13])[CH2:11][N:10]([CH2:14][C:15]2[C:20]([CH:21]([F:23])[F:22])=[CH:19][CH:18]=[CH:17][C:16]=2[Cl:24])[CH2:9]1)(C)(C)C.FC(F)(F)C(O)=O.C(N(CC)CC)C.[C:56]1(C=O)[CH2:61][CH2:60][CH2:59][CH2:58][CH:57]=1.C(O[BH-](OC(=O)C)OC(=O)C)(=O)C.[Na+]. Product: [Cl:24][C:16]1[CH:17]=[CH:18][CH:19]=[C:20]([CH:21]([F:22])[F:23])[C:15]=1[CH2:14][N:10]1[CH2:11][C@@H:12]([CH3:13])[C@@:8]([CH2:7][C:6]([OH:5])=[O:41])([C:25](=[O:26])[NH:27][CH:28]2[CH2:33][CH2:32][N:31]([CH2:34][C:56]3[CH2:61][CH2:60][CH2:59][CH2:58][CH:57]=3)[CH2:30][CH2:29]2)[CH2:9]1. The catalyst class is: 489. (6) Reactant: [CH3:1][N:2]1[C:11]2[C:6](=[CH:7][CH:8]=[CH:9][CH:10]=2)[C:5](=O)[CH2:4][CH2:3]1.[C-]#N.[K+].[C:16](=[O:19])([O-])[O-].[NH4+:20].[NH4+:21].[CH2:22]([OH:24])C. Product: [CH3:1][N:2]1[C:11]2[C:6](=[CH:7][CH:8]=[CH:9][CH:10]=2)[C:5]2([C:22](=[O:24])[NH:21][C:16](=[O:19])[NH:20]2)[CH2:4][CH2:3]1. The catalyst class is: 6. (7) Reactant: [CH3:1][O:2][C@@H:3]([C@@H:28]([N:33]([CH3:41])[C:34](=[O:40])[C@H:35]([CH:37]([CH3:39])[CH3:38])[NH2:36])[C@@H:29]([CH3:32])[CH2:30][CH3:31])[CH2:4][C:5]([N:7]1[CH2:11][CH2:10][CH2:9][C@H:8]1[C@H:12]([O:26][CH3:27])[C@@H:13]([CH3:25])[C:14](=[O:24])[NH:15][CH2:16][CH2:17][C:18]1[CH:23]=[CH:22][CH:21]=[CH:20][CH:19]=1)=[O:6].[CH:42]1[C:54]2[CH:53]([CH2:55][O:56][C:57]([NH:59][CH2:60][C:61]([CH3:66])([CH3:65])[C:62](O)=[O:63])=[O:58])[C:52]3[C:47](=[CH:48][CH:49]=[CH:50][CH:51]=3)[C:46]=2[CH:45]=[CH:44][CH:43]=1.C(N(C(C)C)CC)(C)C.CN(C(ON1N=NC2C=CC=NC1=2)=[N+](C)C)C.F[P-](F)(F)(F)(F)F. Product: [CH:51]1[C:52]2[CH:53]([CH2:55][O:56][C:57]([NH:59][CH2:60][C:61]([CH3:66])([CH3:65])[C:62]([NH:36][C@H:35]([C:34]([N:33]([C@@H:28]([C@@H:29]([CH3:32])[CH2:30][CH3:31])[C@H:3]([O:2][CH3:1])[CH2:4][C:5]([N:7]3[CH2:11][CH2:10][CH2:9][C@H:8]3[C@H:12]([O:26][CH3:27])[C@@H:13]([CH3:25])[C:14](=[O:24])[NH:15][CH2:16][CH2:17][C:18]3[CH:19]=[CH:20][CH:21]=[CH:22][CH:23]=3)=[O:6])[CH3:41])=[O:40])[CH:37]([CH3:39])[CH3:38])=[O:63])=[O:58])[C:54]3[C:46](=[CH:45][CH:44]=[CH:43][CH:42]=3)[C:47]=2[CH:48]=[CH:49][CH:50]=1. The catalyst class is: 120. (8) Reactant: CON(C)[C:4](=[O:26])[CH2:5][CH2:6][CH2:7][CH2:8][CH2:9][CH2:10][CH2:11][CH2:12][CH2:13][CH2:14][NH:15][C:16](=[O:25])[O:17][CH2:18][C:19]1[CH:24]=[CH:23][CH:22]=[CH:21][CH:20]=1.[CH3:28][Mg]Cl. Product: [O:26]=[C:4]([CH3:28])[CH2:5][CH2:6][CH2:7][CH2:8][CH2:9][CH2:10][CH2:11][CH2:12][CH2:13][CH2:14][NH:15][C:16](=[O:25])[O:17][CH2:18][C:19]1[CH:20]=[CH:21][CH:22]=[CH:23][CH:24]=1. The catalyst class is: 1. (9) Reactant: [F:1][C:2]1[CH:3]=[C:4]([C@:15]([NH:30][S@@](C(C)(C)C)=O)([C:23]2[CH:28]=[CH:27][C:26]([F:29])=[CH:25][CH:24]=2)[CH2:16][C:17]2[CH:22]=[CH:21][CH:20]=[CH:19][CH:18]=2)[CH:5]=[C:6]([O:8][C:9]([F:14])([F:13])[CH:10]([F:12])[F:11])[CH:7]=1.Cl. Product: [F:1][C:2]1[CH:3]=[C:4]([C@@:15]([C:23]2[CH:28]=[CH:27][C:26]([F:29])=[CH:25][CH:24]=2)([NH2:30])[CH2:16][C:17]2[CH:22]=[CH:21][CH:20]=[CH:19][CH:18]=2)[CH:5]=[C:6]([O:8][C:9]([F:14])([F:13])[CH:10]([F:12])[F:11])[CH:7]=1. The catalyst class is: 71. (10) Reactant: [H-].[Al+3].[Li+].[H-].[H-].[H-].C(O[C:10](=O)[NH:11][C:12]1[CH:17]=[C:16]([Br:18])[CH:15]=[C:14]([CH3:19])[C:13]=1[NH2:20])C.[O-]S([O-])(=O)=O.[Na+].[Na+]. Product: [Br:18][C:16]1[CH:17]=[C:12]([NH:11][CH3:10])[C:13]([NH2:20])=[C:14]([CH3:19])[CH:15]=1. The catalyst class is: 1.